Dataset: Full USPTO retrosynthesis dataset with 1.9M reactions from patents (1976-2016). Task: Predict the reactants needed to synthesize the given product. The reactants are: O[CH2:2][C:3]1[CH:12]=[CH:11][CH:10]=[C:9]2[C:4]=1[CH2:5][CH2:6][N:7]1[C:17](=[O:18])[CH2:16][N:15]=[C:14]([C:19]3[CH:24]=[CH:23][CH:22]=[C:21]([O:25][CH3:26])[CH:20]=3)[CH:13]=[C:8]12.BrC1[C:29](C2C=CC=C(OC)C=2)=[N:30][CH2:31]C(=O)N2CCC3C(=CC=CC=3)C=12.C([Sn](CO)(CCCC)CCCC)CCC. Given the product [CH3:29][N:30]([CH2:2][C:3]1[CH:12]=[CH:11][CH:10]=[C:9]2[C:4]=1[CH2:5][CH2:6][N:7]1[C:17](=[O:18])[CH2:16][N:15]=[C:14]([C:19]3[CH:24]=[CH:23][CH:22]=[C:21]([O:25][CH3:26])[CH:20]=3)[CH:13]=[C:8]12)[CH3:31], predict the reactants needed to synthesize it.